This data is from Peptide-MHC class II binding affinity with 134,281 pairs from IEDB. The task is: Regression. Given a peptide amino acid sequence and an MHC pseudo amino acid sequence, predict their binding affinity value. This is MHC class II binding data. (1) The peptide sequence is VLALGNQEGSLKTAL. The MHC is HLA-DQA10102-DQB10501 with pseudo-sequence HLA-DQA10102-DQB10501. The binding affinity (normalized) is 0.646. (2) The peptide sequence is EKKYFAATQFEPLAT. The MHC is DRB1_0101 with pseudo-sequence DRB1_0101. The binding affinity (normalized) is 0.591. (3) The peptide sequence is KMIGGIGGFIKVRQYDQITI. The MHC is DRB1_0101 with pseudo-sequence DRB1_0101. The binding affinity (normalized) is 0.237. (4) The peptide sequence is GDTMAEVELREHGSD. The MHC is HLA-DQA10301-DQB10302 with pseudo-sequence HLA-DQA10301-DQB10302. The binding affinity (normalized) is 0.466. (5) The peptide sequence is ENGEWAIDFCPGVIRRHHG. The MHC is DRB1_1201 with pseudo-sequence DRB1_1201. The binding affinity (normalized) is 0.109. (6) The peptide sequence is DFKVAATAANAAPAN. The MHC is DRB1_0701 with pseudo-sequence DRB1_0701. The binding affinity (normalized) is 0.404. (7) The peptide sequence is VNSPRPAPGAAGPPQ. The MHC is DRB1_0101 with pseudo-sequence DRB1_0101. The binding affinity (normalized) is 0. (8) The peptide sequence is EKKLFAATQFEPLAA. The MHC is DRB1_0701 with pseudo-sequence DRB1_0701. The binding affinity (normalized) is 0.682. (9) The peptide sequence is ECGGILQAYDLRDAP. The MHC is HLA-DQA10104-DQB10503 with pseudo-sequence HLA-DQA10104-DQB10503. The binding affinity (normalized) is 0.565.